Dataset: Forward reaction prediction with 1.9M reactions from USPTO patents (1976-2016). Task: Predict the product of the given reaction. (1) Given the reactants [NH2:1][C:2]1[CH:7]=[CH:6][C:5]([Cl:8])=[CH:4][C:3]=1[CH2:9][OH:10].[Br:11][CH2:12][C:13](Br)=[O:14].C(=O)([O-])[O-].[Na+].[Na+], predict the reaction product. The product is: [Br:11][CH2:12][C:13]([NH:1][C:2]1[CH:7]=[CH:6][C:5]([Cl:8])=[CH:4][C:3]=1[CH2:9][OH:10])=[O:14]. (2) Given the reactants Cl[C:2]1[CH:7]=[C:6]([O:8][C:9]2[CH:14]=[CH:13][C:12]([NH:15][C:16]([NH:18][C:19]3[CH:24]=[CH:23][C:22]([CH2:25][N:26]4[CH2:31][CH2:30][CH2:29][CH2:28][CH2:27]4)=[C:21]([C:32]([F:35])([F:34])[F:33])[CH:20]=3)=[O:17])=[CH:11][CH:10]=2)[N:5]=[CH:4][N:3]=1.[N-:36]=[N+:37]=[N-:38].[Na+], predict the reaction product. The product is: [N:36]([C:2]1[CH:7]=[C:6]([O:8][C:9]2[CH:14]=[CH:13][C:12]([NH:15][C:16]([NH:18][C:19]3[CH:24]=[CH:23][C:22]([CH2:25][N:26]4[CH2:31][CH2:30][CH2:29][CH2:28][CH2:27]4)=[C:21]([C:32]([F:35])([F:34])[F:33])[CH:20]=3)=[O:17])=[CH:11][CH:10]=2)[N:5]=[CH:4][N:3]=1)=[N+:37]=[N-:38]. (3) Given the reactants [NH2:1][C:2]1[CH:11]=[CH:10][C:5]2[N:6]([CH3:9])[CH:7]=[N:8][C:4]=2[C:3]=1[CH3:12].C([N:15]=[C:16](S)[N:17](C(OCC1C=CC=CC=1)=O)[C:18]([O:20][CH2:21][C:22]1[CH:27]=[CH:26][CH:25]=[CH:24][CH:23]=1)=[O:19])C.[C:39]([O:42][CH2:43][CH3:44])(=[O:41])C, predict the reaction product. The product is: [CH2:43]([O:42][C:39]([N:15]=[C:16]([NH:17][C:18]([O:20][CH2:21][C:22]1[CH:27]=[CH:26][CH:25]=[CH:24][CH:23]=1)=[O:19])[NH:1][C:2]1[CH:11]=[CH:10][C:5]2[N:6]([CH3:9])[CH:7]=[N:8][C:4]=2[C:3]=1[CH3:12])=[O:41])[C:44]1[CH:10]=[CH:11][CH:2]=[CH:3][CH:4]=1. (4) Given the reactants [NH2:1][C:2]1[C:11]([CH2:12][OH:13])=[C:10]([C:14]2[CH:19]=[CH:18][C:17]([CH3:20])=[CH:16][CH:15]=2)[C:5]([C:6]([O:8][CH3:9])=[O:7])=[C:4]([CH3:21])[N:3]=1.C1C=C[NH+]=CC=1.[O-][Cr](Cl)(=O)=O, predict the reaction product. The product is: [NH2:1][C:2]1[C:11]([CH:12]=[O:13])=[C:10]([C:14]2[CH:15]=[CH:16][C:17]([CH3:20])=[CH:18][CH:19]=2)[C:5]([C:6]([O:8][CH3:9])=[O:7])=[C:4]([CH3:21])[N:3]=1. (5) The product is: [C:1]([O:5][C:6]([N:8]([CH3:48])[C@H:9]([C:13]([NH:15][C@H:16]([C:20]([N:22]([C@@H:24]([C@@H:44]([CH3:47])[CH2:45][CH3:46])[C@H:25]([O:42][CH3:43])[CH2:26][C:27]([N:29]1[CH2:33][CH2:32][CH2:31][C@H:30]1[C@H:34]([O:40][CH3:41])[C@@H:35]([CH3:36])[C:37](=[O:39])[NH:89][C@H:90](/[CH:91]=[CH:92]/[C:93]1[CH:94]=[CH:95][C:96]([S:99]([OH:102])(=[O:100])=[O:101])=[CH:97][CH:98]=1)[CH2:103][C:104]1[CH:105]=[CH:106][CH:107]=[CH:108][CH:109]=1)=[O:28])[CH3:23])=[O:21])[CH:17]([CH3:18])[CH3:19])=[O:14])[CH:10]([CH3:12])[CH3:11])=[O:7])([CH3:2])([CH3:4])[CH3:3]. Given the reactants [C:1]([O:5][C:6]([N:8]([CH3:48])[C@H:9]([C:13]([NH:15][C@H:16]([C:20]([N:22]([C@@H:24]([C@@H:44]([CH3:47])[CH2:45][CH3:46])[C@H:25]([O:42][CH3:43])[CH2:26][C:27]([N:29]1[CH2:33][CH2:32][CH2:31][C@H:30]1[C@H:34]([O:40][CH3:41])[C@H:35]([C:37]([OH:39])=O)[CH3:36])=[O:28])[CH3:23])=[O:21])[CH:17]([CH3:19])[CH3:18])=[O:14])[CH:10]([CH3:12])[CH3:11])=[O:7])([CH3:4])([CH3:3])[CH3:2].CN(C(ON1N=NC2C=CC=NC1=2)=[N+](C)C)C.F[P-](F)(F)(F)(F)F.CCN(C(C)C)C(C)C.FC(F)(F)C(O)=O.[NH2:89][C@@H:90]([CH2:103][C:104]1[CH:109]=[CH:108][CH:107]=[CH:106][CH:105]=1)/[CH:91]=[CH:92]/[C:93]1[CH:98]=[CH:97][C:96]([S:99]([OH:102])(=[O:101])=[O:100])=[CH:95][CH:94]=1, predict the reaction product. (6) The product is: [F:38][C:3]1[CH:4]=[C:5]2[C:11]([C:12]3[CH:13]=[C:14]([CH:35]=[CH:36][CH:37]=3)[CH2:15][NH:16][C:17]([C:19]3[C:20](=[O:34])[N:21]([CH2:25][C:26]4[CH:31]=[CH:30][C:29]([F:32])=[C:28]([F:33])[CH:27]=4)[CH:22]=[CH:23][CH:24]=3)=[O:18])=[CH:10][NH:9][C:6]2=[N:7][CH:8]=1. Given the reactants C([C:3]1[CH:4]=[C:5]2[C:11]([C:12]3[CH:13]=[C:14]([CH:35]=[CH:36][CH:37]=3)[CH2:15][NH:16][C:17]([C:19]3[C:20](=[O:34])[N:21]([CH2:25][C:26]4[CH:31]=[CH:30][C:29]([F:32])=[C:28]([F:33])[CH:27]=4)[CH:22]=[CH:23][CH:24]=3)=[O:18])=[CH:10][NH:9][C:6]2=[N:7][CH:8]=1)#N.[F:38]C1C=C(C=CC=1F)CN1C=CC=C(C(NCC2C=C(B(O)O)C=CC=2)=O)C1=O.[B].FC1C=C2C(I)=CNC2=NC=1, predict the reaction product. (7) The product is: [NH:4]1[C:5]([CH2:6][CH2:7][C:8]2[N:9]([C:21]3[CH:29]=[CH:28][C:24]([C:25]([NH2:33])=[O:26])=[CH:23][C:22]=3[CH3:30])[C:10]([C:13]3[CH:14]=[CH:15][C:16]([O:19][CH3:20])=[CH:17][CH:18]=3)=[CH:11][CH:12]=2)=[N:1][N:2]=[N:3]1. Given the reactants [NH:1]1[C:5]([CH2:6][CH2:7][C:8]2[N:9]([C:21]3[CH:29]=[CH:28][C:24]([C:25](O)=[O:26])=[CH:23][C:22]=3[CH3:30])[C:10]([C:13]3[CH:18]=[CH:17][C:16]([O:19][CH3:20])=[CH:15][CH:14]=3)=[CH:11][CH:12]=2)=[N:4][N:3]=[N:2]1.C1N=C[N:33](C(N2C=NC=C2)=O)C=1.O.[NH4+], predict the reaction product.